Dataset: Forward reaction prediction with 1.9M reactions from USPTO patents (1976-2016). Task: Predict the product of the given reaction. (1) The product is: [NH2:20][C@H:21]1[CH2:24][C@H:23]([NH:25][C:2]2[C:7]([C:8]#[N:9])=[CH:6][N:5]=[C:4]([NH:10][CH2:11][CH2:12][C:13]3[CH:18]=[CH:17][CH:16]=[C:15]([Cl:19])[CH:14]=3)[N:3]=2)[C:22]1([CH3:34])[CH3:33]. Given the reactants Cl[C:2]1[C:7]([C:8]#[N:9])=[CH:6][N:5]=[C:4]([NH:10][CH2:11][CH2:12][C:13]2[CH:18]=[CH:17][CH:16]=[C:15]([Cl:19])[CH:14]=2)[N:3]=1.[NH2:20][CH:21]1[CH2:24][CH:23]([NH:25]C(=O)OC(C)(C)C)[C:22]1([CH3:34])[CH3:33].CCN(C(C)C)C(C)C, predict the reaction product. (2) Given the reactants [NH:1]([CH2:5][CH2:6][OH:7])[CH2:2][CH2:3][OH:4].Br[CH2:9][C:10]1[CH:15]=[CH:14][C:13]([C:16]#[N:17])=[CH:12][CH:11]=1, predict the reaction product. The product is: [OH:4][CH2:3][CH2:2][N:1]([CH2:9][C:10]1[CH:15]=[CH:14][C:13]([C:16]#[N:17])=[CH:12][CH:11]=1)[CH2:5][CH2:6][OH:7]. (3) Given the reactants [F:1][C:2]1[CH:15]=[C:14]([N+:16]([O-:18])=[O:17])[CH:13]=[CH:12][C:3]=1[O:4][C:5]1[N:10]=[CH:9][N:8]=[C:7]([NH2:11])[CH:6]=1.Cl[C:20](OC1C=CC=CC=1)=[O:21].Cl.Cl.Cl.[N:32]1([CH2:36][CH2:37][N:38]2[CH2:43][CH2:42][NH:41][CH2:40][CH2:39]2)[CH2:35][CH2:34][CH2:33]1, predict the reaction product. The product is: [F:1][C:2]1[CH:15]=[C:14]([N+:16]([O-:18])=[O:17])[CH:13]=[CH:12][C:3]=1[O:4][C:5]1[N:10]=[CH:9][N:8]=[C:7]([NH:11][C:20]([N:41]2[CH2:40][CH2:39][N:38]([CH2:37][CH2:36][N:32]3[CH2:33][CH2:34][CH2:35]3)[CH2:43][CH2:42]2)=[O:21])[CH:6]=1.